From a dataset of Reaction yield outcomes from USPTO patents with 853,638 reactions. Predict the reaction yield, written as a fraction of the theoretical maximum amount of product (1.0 means a 100% yield; for example, 0.34 means a 34% yield). The reactants are [Cl:1][C:2]1[CH:3]=[C:4](I)[C:5]([NH2:8])=[N:6][CH:7]=1.[CH2:10]([Si:12]([C:17]#[CH:18])([CH2:15][CH3:16])[CH2:13][CH3:14])[CH3:11].[Cl-].[Li+].C([O-])([O-])=O.[Na+].[Na+]. The catalyst is CN(C=O)C. The product is [Cl:1][C:2]1[CH:3]=[C:4]2[CH:11]=[C:10]([Si:12]([CH2:17][CH3:18])([CH2:15][CH3:16])[CH2:13][CH3:14])[NH:8][C:5]2=[N:6][CH:7]=1. The yield is 0.440.